From a dataset of Catalyst prediction with 721,799 reactions and 888 catalyst types from USPTO. Predict which catalyst facilitates the given reaction. (1) Product: [N:20]1[C:21]2[C:26](=[CH:25][CH:24]=[CH:23][CH:22]=2)[N:27]=[CH:28][C:19]=1[N:16]1[CH2:15][CH2:14][N:13]([C:11]2[CH:10]=[CH:9][N:8]=[C:7]([C@H:5]([OH:4])[CH3:6])[N:12]=2)[CH2:18][CH2:17]1. Reactant: C([O:4][C@@H:5]([C:7]1[N:12]=[C:11]([N:13]2[CH2:18][CH2:17][N:16]([C:19]3[CH:28]=[N:27][C:26]4[C:21](=[CH:22][CH:23]=[CH:24][CH:25]=4)[N:20]=3)[CH2:15][CH2:14]2)[CH:10]=[CH:9][N:8]=1)[CH3:6])(=O)C.O.[OH-].[Li+]. The catalyst class is: 670. (2) Product: [F:1][C:2]1[CH:3]=[CH:4][C:5]2[O:9][CH:8]([CH2:10][O:11][CH3:15])[CH2:7][C:6]=2[CH:12]=1. Reactant: [F:1][C:2]1[CH:3]=[CH:4][C:5]2[O:9][CH:8]([CH2:10][OH:11])[CH2:7][C:6]=2[CH:12]=1.[H-].[Na+].[CH3:15]I. The catalyst class is: 35. (3) Reactant: Cl[CH2:2][C:3]1[N:12]([C:13]2[CH:18]=[CH:17][CH:16]=[CH:15][C:14]=2[Cl:19])[C:11](=[O:20])[C:10]2[C:5](=[CH:6][C:7]3[CH:24]=[CH:23][CH:22]=[CH:21][C:8]=3[CH:9]=2)[N:4]=1.O.[SH:26][C:27]1[N:35]=[CH:34][N:33]=[C:32]2[C:28]=1[NH:29][CH:30]=[N:31]2.C([O-])([O-])=O.[K+].[K+]. Product: [Cl:19][C:14]1[CH:15]=[CH:16][CH:17]=[CH:18][C:13]=1[N:12]1[C:11](=[O:20])[C:10]2[C:5](=[CH:6][C:7]3[CH:24]=[CH:23][CH:22]=[CH:21][C:8]=3[CH:9]=2)[N:4]=[C:3]1[CH2:2][S:26][C:27]1[N:35]=[CH:34][N:33]=[C:32]2[C:28]=1[N:29]=[CH:30][NH:31]2. The catalyst class is: 3.